Dataset: Forward reaction prediction with 1.9M reactions from USPTO patents (1976-2016). Task: Predict the product of the given reaction. (1) Given the reactants [H-].[H-].[H-].[H-].[Li+].[Al+3].C1COCC1.[F:12][C:13]1[CH:18]=[C:17]([C:19]([F:22])([F:21])[F:20])[CH:16]=[CH:15][C:14]=1[C:23]1[S:24][C:25]([C:29](OCC)=[O:30])=[C:26]([CH3:28])[N:27]=1, predict the reaction product. The product is: [F:12][C:13]1[CH:18]=[C:17]([C:19]([F:20])([F:21])[F:22])[CH:16]=[CH:15][C:14]=1[C:23]1[S:24][C:25]([CH2:29][OH:30])=[C:26]([CH3:28])[N:27]=1. (2) Given the reactants [ClH:1].CC(CC(O)=O)=O.C(OC(=O)[NH:15][CH2:16][CH2:17][N:18]1[CH2:25][CH:24]2[O:26][CH:20]([CH2:21][N:22]([CH2:27][CH2:28][O:29][C:30]3[CH:35]=[CH:34][C:33]([C:36]#[N:37])=[CH:32][CH:31]=3)[CH2:23]2)[CH2:19]1)(C)(C)C, predict the reaction product. The product is: [ClH:1].[ClH:1].[ClH:1].[NH2:15][CH2:16][CH2:17][N:18]1[CH2:19][CH:20]2[O:26][CH:24]([CH2:23][N:22]([CH2:27][CH2:28][O:29][C:30]3[CH:31]=[CH:32][C:33]([C:36]#[N:37])=[CH:34][CH:35]=3)[CH2:21]2)[CH2:25]1. (3) Given the reactants [C:1]1([O:7][CH3:8])[CH:6]=[CH:5][CH:4]=[CH:3][CH:2]=1.[Cl-].[CH3:10][O:11][C:12](=[O:22])[C:13]1[CH:21]=[CH:20][C:16]([C:17](O)=[O:18])=[CH:15][CH:14]=1.[Al+3].[Cl-].[Cl-].[Cl-].Cl, predict the reaction product. The product is: [CH3:8][O:7][C:1]1[CH:6]=[CH:5][C:4]([C:17]([C:16]2[CH:20]=[CH:21][C:13]([C:12]([O:11][CH3:10])=[O:22])=[CH:14][CH:15]=2)=[O:18])=[CH:3][CH:2]=1.